This data is from Full USPTO retrosynthesis dataset with 1.9M reactions from patents (1976-2016). The task is: Predict the reactants needed to synthesize the given product. Given the product [C:28]([NH:31][C:24]([C:23]1[C:17]2=[N:16][C:15]([C:8]3[C:7]4[C:11](=[CH:12][CH:13]=[C:5]([S:2]([CH3:1])(=[O:4])=[O:3])[CH:6]=4)[N:10]([CH3:14])[N:9]=3)=[CH:20][N:19]=[C:18]2[NH:21][CH:22]=1)=[O:26])([CH3:30])([CH3:29])[CH3:27], predict the reactants needed to synthesize it. The reactants are: [CH3:1][S:2]([C:5]1[CH:6]=[C:7]2[C:11](=[CH:12][CH:13]=1)[N:10]([CH3:14])[N:9]=[C:8]2[C:15]1[N:16]=[C:17]2[C:23]([C:24]([OH:26])=O)=[CH:22][NH:21][C:18]2=[N:19][CH:20]=1)(=[O:4])=[O:3].[CH3:27][C:28]([NH2:31])([CH3:30])[CH3:29].C1C=CC2N(O)N=NC=2C=1.CCN=C=NCCCN(C)C.CCN(C(C)C)C(C)C.